From a dataset of Full USPTO retrosynthesis dataset with 1.9M reactions from patents (1976-2016). Predict the reactants needed to synthesize the given product. (1) Given the product [F:14][C:15]1[CH:29]=[CH:28][C:18]2[C:19]([CH:22]3[CH2:23][CH2:24][N:25]([CH2:10][CH2:9][NH:8][C:7]4[CH:6]=[N:5][N:4]([CH3:12])[C:3](=[O:13])[C:2]=4[Cl:1])[CH2:26][CH2:27]3)=[N:20][O:21][C:17]=2[CH:16]=1, predict the reactants needed to synthesize it. The reactants are: [Cl:1][C:2]1[C:3](=[O:13])[N:4]([CH3:12])[N:5]=[CH:6][C:7]=1[NH:8][CH2:9][CH2:10]Cl.[F:14][C:15]1[CH:29]=[CH:28][C:18]2[C:19]([CH:22]3[CH2:27][CH2:26][NH:25][CH2:24][CH2:23]3)=[N:20][O:21][C:17]=2[CH:16]=1.C(=O)([O-])[O-].[K+].[K+].[I-].[K+]. (2) Given the product [CH3:44][S:45]([O:27][CH2:26][C@@H:12]1[O:11][C:10]2[CH:28]=[CH:29][C:7]([NH:6][C:4](=[O:5])[C:3]3[C:30]([F:34])=[CH:31][CH:32]=[CH:33][C:2]=3[Cl:1])=[CH:8][C:9]=2[N:14]([S:15]([C:18]2[CH:23]=[CH:22][CH:21]=[C:20]([C:24]#[N:25])[CH:19]=2)(=[O:17])=[O:16])[CH2:13]1)(=[O:47])=[O:46], predict the reactants needed to synthesize it. The reactants are: [Cl:1][C:2]1[CH:33]=[CH:32][CH:31]=[C:30]([F:34])[C:3]=1[C:4]([NH:6][C:7]1[CH:29]=[CH:28][C:10]2[O:11][C@@H:12]([CH2:26][OH:27])[CH2:13][N:14]([S:15]([C:18]3[CH:23]=[CH:22][CH:21]=[C:20]([C:24]#[N:25])[CH:19]=3)(=[O:17])=[O:16])[C:9]=2[CH:8]=1)=[O:5].C(N(CC)C(C)C)(C)C.[CH3:44][S:45](O[S:45]([CH3:44])(=[O:47])=[O:46])(=[O:47])=[O:46]. (3) Given the product [CH2:1]([O:3][C:4]([C:6]1[C@@H:11]([OH:12])[C@@H:10]([N:34]=[N+:35]=[N-:36])[C@H:9]([NH:24][C:25](=[O:27])[CH3:26])[C@H:8]([O:28][CH:29]([CH2:32][CH3:33])[CH2:30][CH3:31])[CH:7]=1)=[O:5])[CH3:2], predict the reactants needed to synthesize it. The reactants are: [CH2:1]([O:3][C:4]([C:6]1[C@@H:11]([OH:12])[C@@H:10](OS(C2C=CC(C)=CC=2)(=O)=O)[C@@H:9]([NH:24][C:25](=[O:27])[CH3:26])[C@H:8]([O:28][CH:29]([CH2:32][CH3:33])[CH2:30][CH3:31])[CH:7]=1)=[O:5])[CH3:2].[N-:34]=[N+:35]=[N-:36].C([N+](CCCC)(CCCC)CCCC)CCC. (4) The reactants are: C(NC(C)C)(C)C.C([Li])CCC.[Br:13][C:14]1[C:22]2[S:21][CH:20]=[CH:19][C:18]=2[CH:17]=[CH:16][CH:15]=1.CN(C)[CH:25]=[O:26]. Given the product [Br:13][C:14]1[C:22]2[S:21][C:20]([CH:25]=[O:26])=[CH:19][C:18]=2[CH:17]=[CH:16][CH:15]=1, predict the reactants needed to synthesize it. (5) Given the product [CH3:13][CH:6]1[CH2:5][C:4]2[C:9](=[CH:10][CH:11]=[CH:2][CH:3]=2)[C:8](=[O:12])[CH2:7]1, predict the reactants needed to synthesize it. The reactants are: Br[C:2]1[CH:3]=[C:4]2[C:9](=[CH:10][CH:11]=1)[C:8](=[O:12])[CH2:7][CH:6]([CH3:13])[CH2:5]2.CC(CC1C=CC=CC=1)CC(O)=O. (6) Given the product [F:25][C:24]([F:27])([F:26])[S:21]([O:11][C:8]1[CH:7]=[CH:6][C:3]([C:4]#[N:5])=[C:2]([F:1])[C:9]=1[F:10])(=[O:23])=[O:22], predict the reactants needed to synthesize it. The reactants are: [F:1][C:2]1[C:9]([F:10])=[C:8]([OH:11])[CH:7]=[CH:6][C:3]=1[C:4]#[N:5].[H-].[Na+].C1C=CC(N([S:21]([C:24]([F:27])([F:26])[F:25])(=[O:23])=[O:22])[S:21]([C:24]([F:27])([F:26])[F:25])(=[O:23])=[O:22])=CC=1. (7) Given the product [N:1]1([C:6]([C:8]2[CH:13]=[CH:12][C:11]([C:17]#[N:18])=[CH:10][C:9]=2[CH3:15])=[O:7])[CH2:5][CH:4]=[CH:3][CH2:2]1, predict the reactants needed to synthesize it. The reactants are: [N:1]1([C:6]([C:8]2[CH:13]=[CH:12][C:11](Br)=[CH:10][C:9]=2[CH3:15])=[O:7])[CH2:5][CH:4]=[CH:3][CH2:2]1.[Cu](C#N)[C:17]#[N:18].O.C(OCC)(=O)C. (8) Given the product [O:4]1[C:8]2=[C:9]([N:13]3[CH2:18][CH2:17][N:16]([CH2:19][CH2:20][C@H:21]4[CH2:26][CH2:25][C@H:24]([NH:27][C:37]([C:35]5[CH:34]=[CH:33][C:32]6[O:28][CH2:29][O:30][C:31]=6[CH:36]=5)=[O:38])[CH2:23][CH2:22]4)[CH2:15][CH2:14]3)[N:10]=[CH:11][CH:12]=[C:7]2[CH2:6][CH2:5]1, predict the reactants needed to synthesize it. The reactants are: Cl.Cl.Cl.[O:4]1[C:8]2=[C:9]([N:13]3[CH2:18][CH2:17][N:16]([CH2:19][CH2:20][C@H:21]4[CH2:26][CH2:25][C@H:24]([NH2:27])[CH2:23][CH2:22]4)[CH2:15][CH2:14]3)[N:10]=[CH:11][CH:12]=[C:7]2[CH2:6][CH2:5]1.[O:28]1[C:32]2[CH:33]=[CH:34][C:35]([C:37](O)=[O:38])=[CH:36][C:31]=2[O:30][CH2:29]1. (9) The reactants are: Cl[CH2:2][C:3]1[CH:4]=[C:5]([C:10]([O:12][CH3:13])=[O:11])[S:6][C:7]=1[CH2:8]Cl.[CH3:14][NH2:15].[CH3:16]O. Given the product [CH3:14][N:15]1[CH2:2][C:3]2[CH:4]=[C:5]([C:10]([O:12][CH2:13][CH3:16])=[O:11])[S:6][C:7]=2[CH2:8]1, predict the reactants needed to synthesize it. (10) Given the product [OH:29][C@@H:27]([CH3:28])[CH2:26][NH:25][C:7]1[N:8]=[C:9]([C:11]2[CH:16]=[CH:15][C:14]([Cl:17])=[C:13]([Cl:18])[CH:12]=2)[C:10]2[C:2]([NH2:1])=[C:3]([C:22]([NH2:24])=[O:23])[S:4][C:5]=2[N:6]=1, predict the reactants needed to synthesize it. The reactants are: [NH2:1][C:2]1[C:10]2[C:9]([C:11]3[CH:16]=[CH:15][C:14]([Cl:17])=[C:13]([Cl:18])[CH:12]=3)=[N:8][C:7](S(C)=O)=[N:6][C:5]=2[S:4][C:3]=1[C:22]([NH2:24])=[O:23].[NH2:25][CH2:26][C@@H:27]([OH:29])[CH3:28].